Dataset: Forward reaction prediction with 1.9M reactions from USPTO patents (1976-2016). Task: Predict the product of the given reaction. Given the reactants Br[C:2]1[CH:7]=[CH:6][C:5]([S:8]([NH2:11])(=[O:10])=[O:9])=[CH:4][CH:3]=1, predict the reaction product. The product is: [C:6]1([C:2]2[CH:7]=[CH:6][CH:5]=[CH:4][CH:3]=2)[C:5]([S:8]([NH2:11])(=[O:10])=[O:9])=[CH:4][CH:3]=[CH:2][CH:7]=1.